Task: Predict which catalyst facilitates the given reaction.. Dataset: Catalyst prediction with 721,799 reactions and 888 catalyst types from USPTO (1) Reactant: [Cl:1][C:2]1[CH:3]=[C:4]([NH:9][C:10]2[C:19]3[C:14](=[CH:15][C:16]([O:21][CH2:22][CH3:23])=[C:17]([OH:20])[CH:18]=3)[N:13]=[CH:12][N:11]=2)[CH:5]=[CH:6][C:7]=1[F:8].N1C=CC=CC=1.[F:30][C:31]([F:44])([F:43])[S:32](O[S:32]([C:31]([F:44])([F:43])[F:30])(=[O:34])=[O:33])(=[O:34])=[O:33]. Product: [Cl:1][C:2]1[CH:3]=[C:4]([NH:9][C:10]2[C:19]3[C:14](=[CH:15][C:16]([O:21][CH2:22][CH3:23])=[C:17]([O:20][S:32]([C:31]([F:44])([F:43])[F:30])(=[O:34])=[O:33])[CH:18]=3)[N:13]=[CH:12][N:11]=2)[CH:5]=[CH:6][C:7]=1[F:8]. The catalyst class is: 10. (2) Reactant: [Br:1][C:2]1[CH:3]=[CH:4][C:5](Cl)=[N:6][CH:7]=1.[OH:9][C@@H:10]1[CH2:14][CH2:13][O:12][CH2:11]1.C([O-])([O-])=O.[Cs+].[Cs+]. Product: [Br:1][C:2]1[CH:3]=[CH:4][C:5]([O:9][C@@H:10]2[CH2:14][CH2:13][O:12][CH2:11]2)=[N:6][CH:7]=1. The catalyst class is: 3. (3) Reactant: [C:1]1([NH2:8])[CH:6]=[CH:5][CH:4]=[CH:3][C:2]=1[NH2:7].CS(O[CH2:14][CH2:15][CH2:16][CH2:17][O:18][CH3:19])(=O)=O.C(=O)([O-])[O-].[K+].[K+].O. Product: [CH3:19][O:18][CH2:17][CH2:16][CH2:15][CH2:14][NH:7][C:2]1[C:1]([NH2:8])=[CH:6][CH:5]=[CH:4][CH:3]=1. The catalyst class is: 10.